Dataset: Forward reaction prediction with 1.9M reactions from USPTO patents (1976-2016). Task: Predict the product of the given reaction. (1) Given the reactants Cl.CN.[Cl:4][C:5]1[CH:10]=[CH:9][CH:8]=[C:7]([Cl:11])[C:6]=1[S:12](Cl)(=[O:14])=[O:13].[CH2:16]([N:18](CC)CC)C, predict the reaction product. The product is: [Cl:4][C:5]1[CH:10]=[CH:9][CH:8]=[C:7]([Cl:11])[C:6]=1[S:12]([NH:18][CH3:16])(=[O:14])=[O:13]. (2) Given the reactants [Br:1][C:2]1[C:3]([N:12]2[CH2:17][CH2:16][N:15]([CH:18](C3C=CC=CN=3)[CH3:19])[CH2:14][CH2:13]2)=[C:4]([N+:9]([O-:11])=[O:10])[C:5]([NH2:8])=[N:6][CH:7]=1.[N:26]1[CH:31]=[CH:30][CH:29]=[C:28](C(N2CCN(C(OC(C)(C)C)=O)CC2)C)[CH:27]=1.C(O)(C(F)(F)F)=O.BrC1C(Cl)=C([N+]([O-])=O)C(N)=NC=1, predict the reaction product. The product is: [Br:1][C:2]1[C:3]([N:12]2[CH2:13][CH2:14][N:15]([CH:18]([C:28]3[CH:27]=[N:26][CH:31]=[CH:30][CH:29]=3)[CH3:19])[CH2:16][CH2:17]2)=[C:4]([N+:9]([O-:11])=[O:10])[C:5]([NH2:8])=[N:6][CH:7]=1. (3) Given the reactants [C:1]([C:5]1[CH:10]=[CH:9][C:8]([C:11]2[CH:16]=[CH:15][C:14]([C:17]([CH3:20])([CH3:19])[CH3:18])=[CH:13][CH:12]=2)=[CH:7][CH:6]=1)([CH3:4])([CH3:3])[CH3:2].C(O)(=O)C.[N+:25]([O-])([OH:27])=[O:26], predict the reaction product. The product is: [C:17]([C:14]1[CH:13]=[CH:12][C:11]([C:8]2[CH:9]=[CH:10][C:5]([C:1]([CH3:4])([CH3:3])[CH3:2])=[CH:6][CH:7]=2)=[C:16]([N+:25]([O-:27])=[O:26])[CH:15]=1)([CH3:20])([CH3:19])[CH3:18]. (4) Given the reactants [CH3:1][N:2]([C:14]1[CH:19]=[CH:18][CH:17]=[CH:16][CH:15]=1)[C:3]1[N:8]2[N:9]=[CH:10][CH:11]=[C:7]2[N:6]=[C:5]([S:12][CH3:13])[N:4]=1.[C:20](Cl)(=[O:23])[CH2:21][CH3:22].[Sn](Cl)(Cl)(Cl)Cl, predict the reaction product. The product is: [CH3:1][N:2]([C:14]1[CH:19]=[CH:18][CH:17]=[CH:16][CH:15]=1)[C:3]1[N:8]2[N:9]=[CH:10][C:11]([C:20](=[O:23])[CH2:21][CH3:22])=[C:7]2[N:6]=[C:5]([S:12][CH3:13])[N:4]=1. (5) Given the reactants [CH3:1][CH2:2][C@@H:3]([CH:28]([CH3:30])[CH3:29])/[CH:4]=[CH:5]/[C@H:6]([C@@H:8]1[C@@:12]2([CH3:27])[CH2:13][CH2:14][C@@H:15]3[C@@:20]4([CH3:26])[CH2:21][CH2:22][C@H:23]([OH:25])[CH2:24][C:19]4=[CH:18][CH2:17][C@H:16]3[C@@H:11]2[CH2:10][CH2:9]1)[CH3:7].[S:31](Cl)([C:34]1[CH:40]=[CH:39][C:37]([CH3:38])=[CH:36][CH:35]=1)(=[O:33])=[O:32].C(=O)(O)[O-:43].[Na+], predict the reaction product. The product is: [CH3:1][CH2:2][C@@H:3]([CH:28]([CH3:29])[CH3:30])/[CH:4]=[CH:5]/[C@H:6]([C@@H:8]1[C@@:12]2([CH3:27])[CH2:13][CH2:14][C@@H:15]3[C@@:20]4([CH3:26])[CH2:21][CH2:22][C@H:23]([OH:25])[CH2:24][C:19]4=[CH:18][CH2:17][C@H:16]3[C@@H:11]2[CH2:10][CH2:9]1)[CH3:7].[S:31]([C:34]1[CH:40]=[CH:39][C:37]([CH3:38])=[CH:36][CH:35]=1)([O-:43])(=[O:33])=[O:32]. (6) Given the reactants [CH3:1][O:2][C:3]1[C:16]([O:17][CH3:18])=[CH:15][CH:14]=[C:13]([C:19]2[CH:20]=[C:21]3[C:25](=[CH:26][CH:27]=2)[C:24](=[O:28])[O:23][CH2:22]3)[C:4]=1[O:5][CH2:6][C:7]([CH3:12])([CH3:11])[C:8](O)=[O:9].Cl.[CH3:30][N:31](C)[CH2:32]CCN=C=NCC.C(N(CC)CC)C.O.ON1C2C=CC=CC=2N=N1.CNC, predict the reaction product. The product is: [CH3:1][O:2][C:3]1[C:16]([O:17][CH3:18])=[CH:15][CH:14]=[C:13]([C:19]2[CH:20]=[C:21]3[C:25](=[CH:26][CH:27]=2)[C:24](=[O:28])[O:23][CH2:22]3)[C:4]=1[O:5][CH2:6][C:7]([CH3:12])([CH3:11])[C:8]([N:31]([CH3:32])[CH3:30])=[O:9]. (7) The product is: [NH2:10][C@H:11]1[C@@H:12]([CH2:16][N:17]2[C:21]([CH3:22])=[N:20][CH:19]=[N:18]2)[NH:13][C:14]1=[O:15]. Given the reactants C(OC(=O)[NH:10][C@@H:11]1[C:14](=[O:15])[NH:13][C@@H:12]1[CH2:16][N:17]1[C:21]([CH3:22])=[N:20][CH:19]=[N:18]1)C1C=CC=CC=1, predict the reaction product. (8) Given the reactants [CH2:1]([N:8]1[C:12](=[O:13])[N:11]([C:14]2[CH:15]=[N:16][N:17]([CH2:19][C:20]3[C:21]([CH3:26])=[N:22][O:23][C:24]=3[CH3:25])[CH:18]=2)[C:10](=[O:27])[NH:9]1)[C:2]1[CH:7]=[CH:6][CH:5]=[CH:4][CH:3]=1.[CH3:28][O:29][CH2:30]Br, predict the reaction product. The product is: [CH2:1]([N:8]1[C:12](=[O:13])[N:11]([C:14]2[CH:15]=[N:16][N:17]([CH2:19][C:20]3[C:21]([CH3:26])=[N:22][O:23][C:24]=3[CH3:25])[CH:18]=2)[C:10](=[O:27])[N:9]1[CH2:28][O:29][CH3:30])[C:2]1[CH:3]=[CH:4][CH:5]=[CH:6][CH:7]=1. (9) Given the reactants C([N:4]([CH2:8]C)[CH:5]([CH3:7])[CH3:6])(C)C.[B:10]([C:13]1[CH:21]=[CH:20][C:16]([C:17]([OH:19])=O)=[CH:15][CH:14]=1)([OH:12])[OH:11].F[P-](F)(F)(F)(F)F.N1(OC(N(C)C)=[N+](C)C)C2N=CC=CC=2N=N1.C(O)(=O)C(O)=O.CNC1CC1, predict the reaction product. The product is: [CH:5]1([N:4]([CH3:8])[C:17]([C:16]2[CH:15]=[CH:14][C:13]([B:10]([OH:11])[OH:12])=[CH:21][CH:20]=2)=[O:19])[CH2:6][CH2:7]1. (10) Given the reactants FC(F)(F)C(O)=O.[O:8]1CCO[CH:9]1[CH2:13][N:14]1[C:23]2[C:18](=[CH:19][CH:20]=[CH:21][CH:22]=2)[C:17]([Cl:24])=[CH:16][C:15]1=[O:25], predict the reaction product. The product is: [Cl:24][C:17]1[C:18]2[C:23](=[CH:22][CH:21]=[CH:20][CH:19]=2)[N:14]([CH2:13][CH:9]=[O:8])[C:15](=[O:25])[CH:16]=1.